Dataset: Choline transporter screen with 302,306 compounds. Task: Binary Classification. Given a drug SMILES string, predict its activity (active/inactive) in a high-throughput screening assay against a specified biological target. (1) The drug is Clc1cc2ncnc(NCc3occc3)c2cc1. The result is 0 (inactive). (2) The molecule is N(C1CC1)Cc1ccc(cc1)c1ccccc1. The result is 0 (inactive). (3) The molecule is S(=O)(=O)(Nc1ccc(C(=O)N2CCCCC2)cc1)c1ccc(F)cc1. The result is 0 (inactive).